This data is from Forward reaction prediction with 1.9M reactions from USPTO patents (1976-2016). The task is: Predict the product of the given reaction. (1) The product is: [CH3:18][O:17][C:16]1[C:10]2[CH:9]=[C:8]([CH:5]3[CH2:6][CH2:7][N:2]=[C:3]([CH3:19])[CH2:4]3)[S:12][C:11]=2[CH:13]=[CH:14][CH:15]=1. Given the reactants Cl[N:2]1[CH2:7][CH2:6][C@H:5]([C:8]2[S:12][C:11]3[CH:13]=[CH:14][CH:15]=[C:16]([O:17][CH3:18])[C:10]=3[CH:9]=2)[CH2:4][C@@H:3]1[CH3:19].C1CCN2C(=NCCC2)CC1, predict the reaction product. (2) The product is: [CH2:1]([N:4]1[C:12](=[O:13])[C:11]2[N:10]([CH2:14][O:15][CH2:16][CH2:17][Si:18]([CH3:20])([CH3:21])[CH3:19])[C:9]([C:22]3[CH:26]=[N:25][N:24]([CH2:32][CH:33]4[CH2:35][CH:34]4[C:36]4[CH:41]=[CH:40][CH:39]=[C:38]([C:42]([F:43])([F:44])[F:45])[CH:37]=4)[CH:23]=3)=[N:8][C:7]=2[N:6]([CH2:27][CH2:28][CH3:29])[C:5]1=[O:30])[CH2:2][CH3:3]. Given the reactants [CH2:1]([N:4]1[C:12](=[O:13])[C:11]2[N:10]([CH2:14][O:15][CH2:16][CH2:17][Si:18]([CH3:21])([CH3:20])[CH3:19])[C:9]([C:22]3[CH:23]=[N:24][NH:25][CH:26]=3)=[N:8][C:7]=2[N:6]([CH2:27][CH2:28][CH3:29])[C:5]1=[O:30])[CH2:2][CH3:3].Br[CH2:32][CH:33]1[CH2:35][CH:34]1[C:36]1[CH:41]=[CH:40][CH:39]=[C:38]([C:42]([F:45])([F:44])[F:43])[CH:37]=1.C([O-])([O-])=O.[K+].[K+], predict the reaction product. (3) Given the reactants C([N:8]1[CH2:13][CH2:12][CH:11]([OH:14])[CH:10]([CH2:15][CH:16]([CH3:18])[CH3:17])[CH2:9]1)C1C=CC=CC=1, predict the reaction product. The product is: [OH:14][CH:11]1[CH2:12][CH2:13][NH:8][CH2:9][CH:10]1[CH2:15][CH:16]([CH3:18])[CH3:17]. (4) Given the reactants [C:1]([C:5]1[CH:10]=[CH:9][C:8]([N:11]2[CH2:16][CH2:15][O:14][C@H:13]([C@@H:17]([OH:21])[C:18]([OH:20])=O)[C:12]2=[O:22])=[CH:7][CH:6]=1)([CH3:4])([CH3:3])[CH3:2].[NH2:23][C:24]1[CH:31]=[CH:30][C:27]([C:28]#[N:29])=[CH:26][C:25]=1[F:32].NC1C=C2C(=CC=1)C(N(C(OC(C)(C)C)=O)C(OC(C)(C)C)=O)=NC=C2, predict the reaction product. The product is: [C:1]([C:5]1[CH:6]=[CH:7][C:8]([N:11]2[CH2:16][CH2:15][O:14][C@H:13]([C@@H:17]([OH:21])[C:18]([NH:23][C:24]3[CH:31]=[CH:30][C:27]([C:28]#[N:29])=[CH:26][C:25]=3[F:32])=[O:20])[C:12]2=[O:22])=[CH:9][CH:10]=1)([CH3:4])([CH3:3])[CH3:2]. (5) Given the reactants CO[C:3]([C:5]1[C:6]([OH:39])=[C:7]2[C:12](=[C:13]([C:15]3[CH:16]=[N:17][CH:18]=[CH:19][CH:20]=3)[N:14]=1)[N:11]([CH2:21][C:22]1[CH:27]=[CH:26][CH:25]=[CH:24][CH:23]=1)[C:10](=[O:28])[C:9]([C:29]1[CH:34]=[CH:33][CH:32]=[C:31]([C:35]([F:38])([F:37])[F:36])[CH:30]=1)=[CH:8]2)=[O:4].[NH2:40][CH2:41][CH2:42][C:43]([OH:45])=[O:44].C[O-].[Na+], predict the reaction product. The product is: [CH2:21]([N:11]1[C:12]2[C:7](=[C:6]([OH:39])[C:5]([C:3]([NH:40][CH2:41][CH2:42][C:43]([OH:45])=[O:44])=[O:4])=[N:14][C:13]=2[C:15]2[CH:16]=[N:17][CH:18]=[CH:19][CH:20]=2)[CH:8]=[C:9]([C:29]2[CH:34]=[CH:33][CH:32]=[C:31]([C:35]([F:36])([F:38])[F:37])[CH:30]=2)[C:10]1=[O:28])[C:22]1[CH:23]=[CH:24][CH:25]=[CH:26][CH:27]=1. (6) Given the reactants [CH2:1]([O:3][C:4](=[O:32])[CH:5]([C:10]1[CH:11]=[C:12]([C:22]2[CH:27]=[CH:26][C:25]([C:28]([F:31])([F:30])[F:29])=[CH:24][CH:23]=2)[CH:13]=[C:14]([CH:16]2[CH2:21][CH2:20][CH2:19][NH:18][CH2:17]2)[CH:15]=1)[CH2:6][CH:7]([CH3:9])[CH3:8])[CH3:2].[CH3:33][C:34](C1C=CC(C(F)(F)F)=CC=1)=O.C(O[BH3-])(=O)C.[Na+].C(O)(=O)C, predict the reaction product. The product is: [CH2:1]([O:3][C:4](=[O:32])[CH:5]([C:10]1[CH:11]=[C:12]([C:22]2[CH:23]=[CH:24][C:25]([C:28]([F:29])([F:30])[F:31])=[CH:26][CH:27]=2)[CH:13]=[C:14]([CH:16]2[CH2:21][CH2:20][CH2:19][N:18]([CH2:33][CH3:34])[CH2:17]2)[CH:15]=1)[CH2:6][CH:7]([CH3:9])[CH3:8])[CH3:2]. (7) Given the reactants [C:1]([O:5][C:6](=[O:23])[NH:7][C@H:8]([C:14](=[O:22])[NH:15][C:16]1[CH:21]=[CH:20][CH:19]=[CH:18][CH:17]=1)[CH2:9][CH2:10][CH2:11][CH:12]=[CH2:13])([CH3:4])([CH3:3])[CH3:2].[C:24]([OH:27])(=[S:26])[CH3:25].CC(N=NC(C#N)(C)C)(C#N)C.C1CCCCC=1, predict the reaction product. The product is: [C:1]([O:5][C:6]([NH:7][C@H:8]([C:14](=[O:22])[NH:15][C:16]1[CH:17]=[CH:18][CH:19]=[CH:20][CH:21]=1)[CH2:9][CH2:10][CH2:11][CH2:12][CH2:13][S:26][C:24](=[O:27])[CH3:25])=[O:23])([CH3:2])([CH3:3])[CH3:4].